This data is from Peptide-MHC class I binding affinity with 185,985 pairs from IEDB/IMGT. The task is: Regression. Given a peptide amino acid sequence and an MHC pseudo amino acid sequence, predict their binding affinity value. This is MHC class I binding data. (1) The peptide sequence is YNFATCGL. The MHC is H-2-Kb with pseudo-sequence H-2-Kb. The binding affinity (normalized) is 0.412. (2) The peptide sequence is IVNTTYDFL. The MHC is HLA-A02:01 with pseudo-sequence HLA-A02:01. The binding affinity (normalized) is 0.357. (3) The peptide sequence is DPNPQEVVL. The MHC is HLA-A02:01 with pseudo-sequence HLA-A02:01. The binding affinity (normalized) is 0.0412. (4) The peptide sequence is DLPPAIAAE. The MHC is HLA-A01:01 with pseudo-sequence HLA-A01:01. The binding affinity (normalized) is 0.0847.